From a dataset of Reaction yield outcomes from USPTO patents with 853,638 reactions. Predict the reaction yield, written as a fraction of the theoretical maximum amount of product (1.0 means a 100% yield; for example, 0.34 means a 34% yield). (1) The reactants are O1CCCC1.[OH-].[Na+].[NH2:8][C:9]1[C:14]([C:15]2[O:19][N:18]=[C:17]([CH2:20][C:21]3[CH:26]=[CH:25][C:24]([OH:27])=[CH:23][CH:22]=3)[CH:16]=2)=[CH:13][CH:12]=[CH:11][N:10]=1.Cl[CH2:29][C:30]1[CH:35]=[CH:34][CH:33]=[C:32]([F:36])[N:31]=1. The catalyst is CN(C)C=O. The product is [F:36][C:32]1[N:31]=[C:30]([CH2:29][O:27][C:24]2[CH:25]=[CH:26][C:21]([CH2:20][C:17]3[CH:16]=[C:15]([C:14]4[C:9]([NH2:8])=[N:10][CH:11]=[CH:12][CH:13]=4)[O:19][N:18]=3)=[CH:22][CH:23]=2)[CH:35]=[CH:34][CH:33]=1. The yield is 0.590. (2) The reactants are N[C:2]1[CH:6]=[CH:5][NH:4]N=1.C[O:8][C:9](=O)[C:10]1[CH:15]=[CH:14][C:13]([O:16][CH3:17])=[CH:12][CH:11]=1.[H-].[Na+].C(#N)CC. No catalyst specified. The product is [CH3:17][O:16][C:13]1[CH:14]=[CH:15][C:10]([C:9](=[O:8])[CH:6]([CH3:2])[C:5]#[N:4])=[CH:11][CH:12]=1. The yield is 0.620.